Task: Binary Classification. Given a drug SMILES string, predict its activity (active/inactive) in a high-throughput screening assay against a specified biological target.. Dataset: KCNQ2 potassium channel screen with 302,405 compounds (1) The molecule is O(CC(=O)N1CCN(CC1)Cc1n(c2c(n1)cc([N+]([O-])=O)cc2)C)c1c(C(C)C)ccc(c1)C. The result is 0 (inactive). (2) The drug is O(c1c(CN2CCN(C(C(C)C)c3n(nnn3)C(C)(C)C)CC2)cccc1)C. The result is 0 (inactive). (3) The result is 0 (inactive). The molecule is S1(=O)(=O)CC(N(CC)C(=O)c2ccc(S(=O)(=O)N3CCOCC3)cc2)CC1. (4) The compound is O=C(NCCCN1CCN(CC1)C)c1c2c(nc(Nc3c(OC)cc(OC)cc3)c1)cccc2. The result is 0 (inactive). (5) The compound is S(CC(=O)N1CCCCC1)c1oc(nn1)COc1ccccc1. The result is 0 (inactive).